This data is from Full USPTO retrosynthesis dataset with 1.9M reactions from patents (1976-2016). The task is: Predict the reactants needed to synthesize the given product. (1) Given the product [C:6]([O:21][CH2:20][C@@H:18]([C@H:16]([C@@H:14]([C@@H:12]([CH2:11][O:10][C:6](=[O:9])[CH2:7][CH3:8])[O:13][C:22](=[O:26])[CH2:23][CH3:24])[O:15][C:6](=[O:9])[CH2:7][CH3:8])[O:17][C:6](=[O:9])[CH2:7][CH3:8])[O:19][C:6](=[O:9])[CH2:7][CH3:8])(=[O:9])[CH2:7][CH3:8], predict the reactants needed to synthesize it. The reactants are: [C:6](O[C:6](=[O:9])[CH2:7][CH3:8])(=[O:9])[CH2:7][CH3:8].[OH:10][CH2:11][C@@H:12]([C@H:14]([C@@H:16]([C@@H:18]([CH2:20][OH:21])[OH:19])[OH:17])[OH:15])[OH:13].[C:22]([OH:26])(=O)[CH2:23][CH3:24]. (2) Given the product [Br:30][CH2:31][CH2:32][CH2:2][CH2:3][CH2:4][CH2:5][CH2:6][CH2:7][CH2:8][CH2:9][CH2:10][CH2:11][O:12][C:13]1[CH:21]=[CH:20][C:16]([C:17]([OH:19])=[O:18])=[CH:15][CH:14]=1, predict the reactants needed to synthesize it. The reactants are: Br[CH2:2][CH2:3][CH2:4][CH2:5][CH2:6][CH2:7][CH2:8][CH2:9][CH2:10][CH2:11][O:12][C:13]1[CH:21]=[CH:20][C:16]([C:17]([OH:19])=[O:18])=[CH:15][CH:14]=1.C1(C=CC=C(O)C=1)O.[Br:30][CH2:31][CH2:32]CCCCCCCCCCOC1C=CC(C=O)=CC=1.[O-]Cl=O.[Na+]. (3) Given the product [Br:1][C:21]1[N:22]([CH:25]2[CH2:30][CH2:29][CH2:28][CH2:27][O:26]2)[C:23]2[C:19]([N:20]=1)=[C:18]([NH2:31])[N:17]=[C:16]([O:15][C@@H:10]([CH3:9])[CH2:11][CH2:12][CH2:13][CH3:14])[N:24]=2, predict the reactants needed to synthesize it. The reactants are: [Br:1]N1C(=O)CCC1=O.[CH3:9][C@H:10]([O:15][C:16]1[N:24]=[C:23]2[C:19]([N:20]=[CH:21][N:22]2[CH:25]2[CH2:30][CH2:29][CH2:28][CH2:27][O:26]2)=[C:18]([NH2:31])[N:17]=1)[CH2:11][CH2:12][CH2:13][CH3:14].O. (4) Given the product [F:18][C:12]1[CH:13]=[C:14]([F:17])[CH:15]=[CH:16][C:11]=1[C:8]1[N:4]2[CH2:5][CH2:6][NH:7][CH2:2][C:3]2=[CH:10][N:9]=1, predict the reactants needed to synthesize it. The reactants are: Cl[C:2]1[C:3]2[N:4]([C:8]([C:11]3[CH:16]=[CH:15][C:14]([F:17])=[CH:13][C:12]=3[F:18])=[N:9][CH:10]=2)[CH:5]=[CH:6][N:7]=1. (5) Given the product [F:31][C:32]([F:37])([F:36])[C:33]([OH:35])=[O:34].[CH2:1]([S:8][CH:9]1[CH:13]([OH:14])[CH2:12][N:11]([C:16](=[O:30])[C@H:17]([CH2:26][CH:27]([CH3:28])[CH3:29])[NH2:18])[CH2:10]1)[C:2]1[CH:3]=[CH:4][CH:5]=[CH:6][CH:7]=1, predict the reactants needed to synthesize it. The reactants are: [CH2:1]([S:8][CH:9]1[C:13](O)([OH:14])[CH2:12][N:11]([C:16](=[O:30])[C@H:17]([CH2:26][CH:27]([CH3:29])[CH3:28])[NH:18]C(OC(C)(C)C)=O)[CH2:10]1)[C:2]1[CH:7]=[CH:6][CH:5]=[CH:4][CH:3]=1.[F:31][C:32]([F:37])([F:36])[C:33]([OH:35])=[O:34]. (6) Given the product [F:1][C:2]1[C:11]2[O:10][CH2:9][C:8]([N+:15]([O-:17])=[O:16])=[CH:7][C:6]=2[C:5]([C:12]([NH2:14])=[O:13])=[CH:4][CH:3]=1, predict the reactants needed to synthesize it. The reactants are: [F:1][C:2]1[C:11]2[O:10][CH2:9][CH:8]=[CH:7][C:6]=2[C:5]([C:12]([NH2:14])=[O:13])=[CH:4][CH:3]=1.[N:15]([O-:17])=[O:16].[Na+].[I-].[K+]. (7) Given the product [OH:1][C@@H:2]1[CH2:26][C@H:25]2[C@:20]([CH3:31])([CH2:21][CH2:22][C@H:23]([O:27][CH2:28][CH2:29][O:30][S:40]([C:37]3[CH:38]=[CH:39][C:34]([CH3:44])=[CH:35][CH:36]=3)(=[O:42])=[O:41])[CH2:24]2)[C@@H:19]2[C@@H:3]1[C@H:4]1[C@:16]([CH3:33])([C@@H:17]([OH:32])[CH2:18]2)[C@@H:7]([C@H:8]([CH3:15])[CH2:9][CH2:10][C:11]([O:13][CH3:14])=[O:12])[CH2:6][CH2:5]1, predict the reactants needed to synthesize it. The reactants are: [OH:1][C@@H:2]1[CH2:26][C@@H:25]2[C@:20]([CH3:31])([CH2:21][CH2:22][C@H:23]([O:27][CH2:28][CH2:29][OH:30])[CH2:24]2)[C@@H:19]2[C@@H:3]1[C@H:4]1[C@:16]([CH3:33])([C@@H:17]([OH:32])[CH2:18]2)[C@@H:7]([C@H:8]([CH3:15])[CH2:9][CH2:10][C:11]([O:13][CH3:14])=[O:12])[CH2:6][CH2:5]1.[C:34]1([CH3:44])[CH:39]=[CH:38][C:37]([S:40](Cl)(=[O:42])=[O:41])=[CH:36][CH:35]=1.